Task: Predict the reactants needed to synthesize the given product.. Dataset: Full USPTO retrosynthesis dataset with 1.9M reactions from patents (1976-2016) (1) Given the product [Cl:1][C:2]1[CH:3]=[CH:4][C:5]([C:8]2[N:9]=[C:10]3[CH:15]=[CH:14][C:13]([C:16]4[CH:21]=[CH:20][CH:19]=[CH:18][CH:17]=4)=[CH:12][N:11]3[C:22]=2[CH:31]=[O:32])=[CH:6][CH:7]=1, predict the reactants needed to synthesize it. The reactants are: [Cl:1][C:2]1[CH:7]=[CH:6][C:5]([C:8]2[N:9]=[C:10]3[CH:15]=[CH:14][C:13]([C:16]4[CH:21]=[CH:20][CH:19]=[CH:18][CH:17]=4)=[CH:12][N:11]3[CH:22]=2)=[CH:4][CH:3]=1.O=P(Cl)(Cl)Cl.CN([CH:31]=[O:32])C. (2) Given the product [Br:1][C:2]1[N:3]=[C:4]([CH2:7][N:9]2[CH2:14][CH2:13][O:12][CH2:11][CH2:10]2)[S:5][CH:6]=1, predict the reactants needed to synthesize it. The reactants are: [Br:1][C:2]1[N:3]=[C:4]([CH:7]=O)[S:5][CH:6]=1.[NH:9]1[CH2:14][CH2:13][O:12][CH2:11][CH2:10]1.[BH-](OC(C)=O)(OC(C)=O)OC(C)=O.[Na+]. (3) Given the product [O:3]1[C:7]2[CH:8]=[CH:9][C:10]([C:12]([C:27]3[CH:35]=[CH:34][C:30]4[O:31][CH2:32][O:33][C:29]=4[CH:28]=3)([O:26][CH3:37])[CH:13]3[CH2:14][CH2:15][N:16]([C:19]([O:21][C:22]([CH3:25])([CH3:24])[CH3:23])=[O:20])[CH2:17][CH2:18]3)=[CH:11][C:6]=2[O:5][CH2:4]1, predict the reactants needed to synthesize it. The reactants are: [H-].[Na+].[O:3]1[C:7]2[CH:8]=[CH:9][C:10]([C:12]([C:27]3[CH:35]=[CH:34][C:30]4[O:31][CH2:32][O:33][C:29]=4[CH:28]=3)([OH:26])[CH:13]3[CH2:18][CH2:17][N:16]([C:19]([O:21][C:22]([CH3:25])([CH3:24])[CH3:23])=[O:20])[CH2:15][CH2:14]3)=[CH:11][C:6]=2[O:5][CH2:4]1.I[CH3:37]. (4) Given the product [F:11][C:12]1[CH:17]=[CH:16][CH:15]=[CH:14][C:13]=1[C:18]1[N:22]([S:7]([C:3]2[CH:2]=[N:1][CH:6]=[CH:5][CH:4]=2)(=[O:9])=[O:8])[CH:21]=[C:20]([CH:23]=[O:24])[CH:19]=1, predict the reactants needed to synthesize it. The reactants are: [N:1]1[CH:6]=[CH:5][CH:4]=[C:3]([S:7](Cl)(=[O:9])=[O:8])[CH:2]=1.[F:11][C:12]1[CH:17]=[CH:16][CH:15]=[CH:14][C:13]=1[C:18]1[NH:22][CH:21]=[C:20]([CH:23]=[O:24])[CH:19]=1.C(N(CC)CC)C.Cl. (5) Given the product [Br:1][CH2:2][C@@H:3]([C:5]1[CH:16]=[CH:15][C:8]2[O:9][C:10]([CH3:13])([CH3:14])[O:34][CH2:33][C:7]=2[CH:6]=1)[O:4][Si:22]([C:25]([CH3:28])([CH3:27])[CH3:26])([CH3:24])[CH3:23], predict the reactants needed to synthesize it. The reactants are: [Br:1][CH2:2][C@@H:3]([C:5]1[CH:16]=[CH:15][C:8]2[O:9][C:10]([CH3:14])([CH3:13])CO[C:7]=2[CH:6]=1)[OH:4].N1C=CN=C1.[Si:22](Cl)([C:25]([CH3:28])([CH3:27])[CH3:26])([CH3:24])[CH3:23].CN([CH:33]=[O:34])C. (6) The reactants are: [NH:1]1[CH2:11][CH2:10][CH2:9][CH:3](C(OCC)=O)[CH2:2]1.[Cl:12][C:13]1[C:20]([Cl:21])=[CH:19][CH:18]=[CH:17][C:14]=1[CH:15]=O.[NH2:22][C:23]1[CH:27]=[CH:26][NH:25][N:24]=1. Given the product [ClH:12].[C:2]([C:3]1[CH:15]([C:14]2[CH:17]=[CH:18][CH:19]=[C:20]([Cl:21])[C:13]=2[Cl:12])[C:27]2[C:23](=[N:24][NH:25][CH:26]=2)[NH:22][C:9]=1[CH:9]1[CH2:3][CH2:2][NH:1][CH2:11][CH2:10]1)#[N:1], predict the reactants needed to synthesize it. (7) Given the product [Cl:22][C:23]1[CH:28]=[CH:27][CH:26]=[C:25]([Cl:29])[C:24]=1[CH2:30][CH2:31][NH:32][C:16]([C:13]([CH3:14])([O:12][C:8]1[CH:7]=[C:6]([CH2:5][C@H:4]([O:19][CH3:20])[C:3]([OH:2])=[O:21])[CH:11]=[CH:10][CH:9]=1)[CH3:15])=[O:18], predict the reactants needed to synthesize it. The reactants are: C[O:2][C:3](=[O:21])[C@@H:4]([O:19][CH3:20])[CH2:5][C:6]1[CH:11]=[CH:10][CH:9]=[C:8]([O:12][C:13]([C:16]([OH:18])=O)([CH3:15])[CH3:14])[CH:7]=1.[Cl:22][C:23]1[CH:28]=[CH:27][CH:26]=[C:25]([Cl:29])[C:24]=1[CH2:30][CH2:31][NH2:32].C(O[C@@H](CC1C=CC(O[C@@H](C(=O)NCCC2C=CC(OC3C=CC=CC=3)=CC=2)C)=CC=1)C(O)=O)C.